This data is from Peptide-MHC class I binding affinity with 185,985 pairs from IEDB/IMGT. The task is: Regression. Given a peptide amino acid sequence and an MHC pseudo amino acid sequence, predict their binding affinity value. This is MHC class I binding data. (1) The peptide sequence is LPTKTRSYI. The MHC is H-2-Dd with pseudo-sequence H-2-Dd. The binding affinity (normalized) is 0.0917. (2) The peptide sequence is ALASFLFGF. The MHC is HLA-B40:01 with pseudo-sequence HLA-B40:01. The binding affinity (normalized) is 0.0847. (3) The peptide sequence is IILEFFLMVL. The MHC is HLA-A02:01 with pseudo-sequence HLA-A02:01. The binding affinity (normalized) is 0.579. (4) The peptide sequence is TPRIANRLL. The MHC is HLA-B08:01 with pseudo-sequence HLA-B08:01. The binding affinity (normalized) is 0.367.